Dataset: Forward reaction prediction with 1.9M reactions from USPTO patents (1976-2016). Task: Predict the product of the given reaction. (1) Given the reactants [C:1]1([CH:7]([OH:10])[CH2:8][OH:9])[CH:6]=[CH:5][CH:4]=[CH:3][CH:2]=1.[C:11]1(C)C(C)=CC=C[CH:16]=1.CC1OC(C)OC(C)O1, predict the reaction product. The product is: [CH3:11][CH:16]1[O:10][CH:7]([C:1]2[CH:6]=[CH:5][CH:4]=[CH:3][CH:2]=2)[CH2:8][O:9]1. (2) The product is: [CH3:2][N:3]([CH2:12][C:13]1[CH:14]=[CH:15][C:16]2[S:17][CH2:18][C:19](=[O:23])[NH:20][C:21]=2[N:22]=1)[C:4]([CH:6]1[O:11][CH2:10][CH2:9][N:8]([CH2:34][CH2:33][C:35]2[C:44]3[C:39](=[CH:40][CH:41]=[C:42]([O:45][CH3:46])[N:43]=3)[N:38]=[CH:37][CH:36]=2)[CH2:7]1)=[O:5]. Given the reactants Cl.[CH3:2][N:3]([CH2:12][C:13]1[CH:14]=[CH:15][C:16]2[S:17][CH2:18][C:19](=[O:23])[NH:20][C:21]=2[N:22]=1)[C:4]([CH:6]1[O:11][CH2:10][CH2:9][NH:8][CH2:7]1)=[O:5].CCN(C(C)C)C(C)C.[CH:33]([C:35]1[CH:36]=[CH:37][N:38]=[C:39]2[C:44]=1[N:43]=[C:42]([O:45][CH3:46])[CH:41]=[CH:40]2)=[CH2:34], predict the reaction product. (3) Given the reactants CS[C:3]1[C:4]2[CH:12]=[CH:11][CH:10]=[N:9][C:5]=2[N:6]=[CH:7][N:8]=1.[Br:13][C:14]1[CH:15]=[C:16]([CH:18]=[CH:19][CH:20]=1)[NH2:17], predict the reaction product. The product is: [Br:13][C:14]1[CH:15]=[C:16]([CH:18]=[CH:19][CH:20]=1)[NH:17][C:3]1[C:4]2[CH:12]=[CH:11][CH:10]=[N:9][C:5]=2[N:6]=[CH:7][N:8]=1.